This data is from Reaction yield outcomes from USPTO patents with 853,638 reactions. The task is: Predict the reaction yield, written as a fraction of the theoretical maximum amount of product (1.0 means a 100% yield; for example, 0.34 means a 34% yield). (1) The reactants are Br[C:2]1[CH:7]=[CH:6][C:5]([O:8][C:9]([F:12])([F:11])[F:10])=[CH:4][N:3]=1.Br[C:14]([F:21])([F:20])[C:15]([O:17][CH2:18][CH3:19])=[O:16].O. The catalyst is CS(C)=O.[Cu]. The product is [F:20][C:14]([F:21])([C:2]1[CH:7]=[CH:6][C:5]([O:8][C:9]([F:12])([F:11])[F:10])=[CH:4][N:3]=1)[C:15]([O:17][CH2:18][CH3:19])=[O:16]. The yield is 0.620. (2) The yield is 0.680. The reactants are Br[C:2]1[CH:7]=[CH:6][C:5]([O:8][CH3:9])=[CH:4][CH:3]=1.[Li]CCCC.[C:15]1([C:21]2[S:25][C:24]([CH:26]=[O:27])=[CH:23][CH:22]=2)[CH:20]=[CH:19][CH:18]=[CH:17][CH:16]=1. The catalyst is C1COCC1. The product is [CH3:9][O:8][C:5]1[CH:6]=[CH:7][C:2]([CH:26]([C:24]2[S:25][C:21]([C:15]3[CH:16]=[CH:17][CH:18]=[CH:19][CH:20]=3)=[CH:22][CH:23]=2)[OH:27])=[CH:3][CH:4]=1. (3) The reactants are O[N:2]1[C:6]2C=CC=CC=2N=N1.CCN=C=N[CH2:16][CH2:17][CH2:18][N:19]([CH3:21])[CH3:20].CNC.C1C[O:28]CC1.[ClH:30].O1CCOCC1. The catalyst is CN(C=O)C.O. The product is [ClH:30].[CH3:21][N:19]([CH3:20])[C:18](=[O:28])[C@@H:17]([NH:2][CH3:6])[CH3:16]. The yield is 1.00. (4) The reactants are Cl[CH2:2][CH2:3][NH:4][C:5]([C:7]1[NH:8][C:9]([C:12]2[CH:17]=[C:16]([O:18][C:19]3[CH:24]=[CH:23][C:22]([S:25]([CH3:28])(=[O:27])=[O:26])=[CH:21][CH:20]=3)[CH:15]=[C:14]([O:29][C@@H:30]([CH3:34])[CH2:31][O:32][CH3:33])[CH:13]=2)=[CH:10][CH:11]=1)=[O:6].[H-].[Na+].O. The catalyst is O1CCCC1. The product is [CH3:33][O:32][CH2:31][C@H:30]([CH3:34])[O:29][C:14]1[CH:13]=[C:12]([C:9]2[NH:8][C:7]([C:5]3[O:6][CH2:2][CH2:3][N:4]=3)=[CH:11][CH:10]=2)[CH:17]=[C:16]([O:18][C:19]2[CH:24]=[CH:23][C:22]([S:25]([CH3:28])(=[O:27])=[O:26])=[CH:21][CH:20]=2)[CH:15]=1. The yield is 0.720. (5) The reactants are [CH3:1][O:2][C:3]1[CH:4]=[C:5]([CH:17]=[C:18]([CH2:22][CH2:23][CH3:24])[C:19]=1[O:20][CH3:21])[C:6]([N:8]1[CH2:11][C@@H:10]([CH2:12][CH3:13])[C@@H:9]1[C:14]([OH:16])=O)=[O:7].CN(C(ON1N=NC2C=CC=NC1=2)=[N+](C)C)C.F[P-](F)(F)(F)(F)F.CCN(C(C)C)C(C)C.C1C=CC2N(O)N=NC=2C=1.Cl.[CH2:69]([O:76][NH2:77])[C:70]1[CH:75]=[CH:74][CH:73]=[CH:72][CH:71]=1. The catalyst is CN(C=O)C.CCOC(C)=O. The product is [CH2:69]([O:76][NH:77][C:14]([C@H:9]1[C@H:10]([CH2:12][CH3:13])[CH2:11][N:8]1[C:6](=[O:7])[C:5]1[CH:17]=[C:18]([CH2:22][CH2:23][CH3:24])[C:19]([O:20][CH3:21])=[C:3]([O:2][CH3:1])[CH:4]=1)=[O:16])[C:70]1[CH:75]=[CH:74][CH:73]=[CH:72][CH:71]=1. The yield is 0.680. (6) The reactants are Cl[S:2]([OH:5])(=O)=[O:3].[NH:6]([C:13]1[N:18]=[C:17]([C:19]2[N:23]([CH2:24][CH3:25])[C:22]([CH3:26])=[N:21][CH:20]=2)[CH:16]=[CH:15][N:14]=1)[C:7]1[CH:12]=[CH:11][CH:10]=[CH:9][CH:8]=1.[CH2:27]([O:29][CH2:30][CH2:31][NH2:32])[CH3:28].C(N(CC)C)C.Cl.CCOCC. The catalyst is S(Cl)(Cl)=O.CO. The product is [CH2:24]([N:23]1[C:19]([C:17]2[CH:16]=[CH:15][N:14]=[C:13]([NH:6][C:7]3[CH:12]=[CH:11][C:10]([S:2](=[O:5])(=[O:3])[NH:32][CH2:31][CH2:30][O:29][CH2:27][CH3:28])=[CH:9][CH:8]=3)[N:18]=2)=[CH:20][N:21]=[C:22]1[CH3:26])[CH3:25]. The yield is 0.470. (7) The reactants are Br[C:2]1[C:3]2[N:4]([C:9]([C:30]3[CH:35]=[CH:34][CH:33]=[CH:32][CH:31]=3)=[C:10]([C:12]3[CH:17]=[CH:16][C:15]([C:18]4([NH:22][C:23](=[O:29])[O:24][C:25]([CH3:28])([CH3:27])[CH3:26])[CH2:21][CH2:20][CH2:19]4)=[CH:14][CH:13]=3)[N:11]=2)[N:5]=[C:6]([Cl:8])[CH:7]=1.[NH:36]1[CH:40]=[CH:39][N:38]=[C:37]1B(O)O.[F-].[Cs+]. The catalyst is COCOC.C1C=CC(P(C2C=CC=CC=2)[C-]2C=CC=C2)=CC=1.C1C=CC(P(C2C=CC=CC=2)[C-]2C=CC=C2)=CC=1.Cl[Pd]Cl.[Fe+2]. The product is [Cl:8][C:6]1[CH:7]=[C:2]([C:37]2[NH:36][CH:40]=[CH:39][N:38]=2)[C:3]2[N:4]([C:9]([C:30]3[CH:35]=[CH:34][CH:33]=[CH:32][CH:31]=3)=[C:10]([C:12]3[CH:17]=[CH:16][C:15]([C:18]4([NH:22][C:23](=[O:29])[O:24][C:25]([CH3:28])([CH3:27])[CH3:26])[CH2:21][CH2:20][CH2:19]4)=[CH:14][CH:13]=3)[N:11]=2)[N:5]=1. The yield is 0.370. (8) The reactants are [Cl-].O[NH3+:3].[C:4](=[O:7])([O-])[OH:5].[Na+].CS(C)=O.[CH2:13]([C:17]1[N:18]=[C:19]([CH3:51])[N:20]([CH2:39][C:40]2[N:41]=[C:42]([C:45]3[CH:50]=[CH:49][CH:48]=[CH:47][N:46]=3)[S:43][CH:44]=2)[C:21](=[O:38])[C:22]=1[CH2:23][C:24]1[CH:29]=[CH:28][C:27]([C:30]2[C:31]([C:36]#[N:37])=[CH:32][CH:33]=[CH:34][CH:35]=2)=[CH:26][CH:25]=1)[CH2:14][CH2:15][CH3:16]. The catalyst is C(OCC)(=O)C. The product is [CH2:13]([C:17]1[N:18]=[C:19]([CH3:51])[N:20]([CH2:39][C:40]2[N:41]=[C:42]([C:45]3[CH:50]=[CH:49][CH:48]=[CH:47][N:46]=3)[S:43][CH:44]=2)[C:21](=[O:38])[C:22]=1[CH2:23][C:24]1[CH:29]=[CH:28][C:27]([C:30]2[CH:35]=[CH:34][CH:33]=[CH:32][C:31]=2[C:36]2[NH:3][C:4](=[O:7])[O:5][N:37]=2)=[CH:26][CH:25]=1)[CH2:14][CH2:15][CH3:16]. The yield is 0.490. (9) The catalyst is CCOCC. The yield is 0.680. The product is [NH2:7][C:8]1[CH:9]=[CH:10][CH:11]=[CH:12][C:13]=1[C:28]([CH:30]1[CH2:34][CH2:33][CH2:32][CH2:31]1)=[O:29]. The reactants are C(OC(=O)[NH:7][C:8]1[CH:13]=[CH:12][CH:11]=[CH:10][CH:9]=1)(C)(C)C.[Li]C(C)(C)C.CCCCC.CON(C)[C:28]([CH:30]1[CH2:34][CH2:33][CH2:32][CH2:31]1)=[O:29].